This data is from Full USPTO retrosynthesis dataset with 1.9M reactions from patents (1976-2016). The task is: Predict the reactants needed to synthesize the given product. (1) The reactants are: Br[C:2]1[CH:3]=[C:4]([CH:9]=[C:10]([O:12][C:13]2[CH:18]=[N:17][C:16]([N:19]([C:24]([O:26][C:27]([CH3:30])([CH3:29])[CH3:28])=[O:25])[CH2:20][CH:21]3[CH2:23][CH2:22]3)=[CH:15][N:14]=2)[CH:11]=1)[C:5]([O:7][CH3:8])=[O:6].[C:31](=O)([O-])[O-].[K+].[K+].CB1OB(C)OB(C)O1.O. Given the product [C:27]([O:26][C:24]([N:19]([CH2:20][CH:21]1[CH2:23][CH2:22]1)[C:16]1[N:17]=[CH:18][C:13]([O:12][C:10]2[CH:9]=[C:4]([CH:3]=[C:2]([CH3:31])[CH:11]=2)[C:5]([O:7][CH3:8])=[O:6])=[N:14][CH:15]=1)=[O:25])([CH3:29])([CH3:30])[CH3:28], predict the reactants needed to synthesize it. (2) Given the product [C:15]([C:12]1[CH:13]=[CH:14][C:9]([O:8][CH2:7][C:6]2[CH:22]=[CH:23][C:3]([CH:2]([C:24]3[CH:29]=[CH:28][CH:27]=[C:26]([C:30]4[NH:34][N:33]=[N:32][N:31]=4)[CH:25]=3)[NH:1][C:35](=[O:37])[CH3:36])=[CH:4][CH:5]=2)=[C:10]([CH2:19][CH2:20][CH3:21])[C:11]=1[OH:18])(=[O:17])[CH3:16], predict the reactants needed to synthesize it. The reactants are: [NH2:1][CH:2]([C:24]1[CH:29]=[CH:28][CH:27]=[C:26]([C:30]2[NH:34][N:33]=[N:32][N:31]=2)[CH:25]=1)[C:3]1[CH:23]=[CH:22][C:6]([CH2:7][O:8][C:9]2[CH:14]=[CH:13][C:12]([C:15](=[O:17])[CH3:16])=[C:11]([OH:18])[C:10]=2[CH2:19][CH2:20][CH3:21])=[CH:5][CH:4]=1.[C:35](Cl)(=[O:37])[CH3:36].N1C=CC=CC=1. (3) Given the product [C:30]([NH:34][CH2:1][C:3]1[C:4]([C:25]2[S:26][CH:27]=[CH:28][CH:29]=2)=[C:5]2[C:14]3[C:9](=[CH:10][C:11]([O:19][CH3:20])=[C:12]([O:15][CH:16]([CH3:18])[CH3:17])[CH:13]=3)[CH2:8][CH2:7][N:6]2[C:21]=1[C:22]([OH:24])=[O:23])([CH3:33])([CH3:32])[CH3:31], predict the reactants needed to synthesize it. The reactants are: [CH:1]([C:3]1[C:4]([C:25]2[S:26][CH:27]=[CH:28][CH:29]=2)=[C:5]2[C:14]3[C:9](=[CH:10][C:11]([O:19][CH3:20])=[C:12]([O:15][CH:16]([CH3:18])[CH3:17])[CH:13]=3)[CH2:8][CH2:7][N:6]2[C:21]=1[C:22]([OH:24])=[O:23])=O.[C:30]([NH2:34])([CH3:33])([CH3:32])[CH3:31].C([BH3-])#N.[Na+].[Na].